This data is from Full USPTO retrosynthesis dataset with 1.9M reactions from patents (1976-2016). The task is: Predict the reactants needed to synthesize the given product. (1) Given the product [Si:28]([O:35][C:36]1([CH2:40][CH:41]([NH:42][S:43]([C:45]([CH3:48])([CH3:47])[CH3:46])=[O:44])[C:22]2[CH:21]=[C:20]([CH2:23][C:24]([CH3:27])([CH3:26])[CH3:25])[N:19]=[N:18][C:17]=2[Cl:16])[CH2:39][CH2:38][CH2:37]1)([C:31]([CH3:33])([CH3:34])[CH3:32])([CH3:30])[CH3:29], predict the reactants needed to synthesize it. The reactants are: CC1(C)CCCC(C)(C)N1.C([Li])CCC.[Cl:16][C:17]1[N:18]=[N:19][C:20]([CH2:23][C:24]([CH3:27])([CH3:26])[CH3:25])=[CH:21][CH:22]=1.[Si:28]([O:35][C:36]1([CH2:40]/[CH:41]=[N:42]/[S:43]([C:45]([CH3:48])([CH3:47])[CH3:46])=[O:44])[CH2:39][CH2:38][CH2:37]1)([C:31]([CH3:34])([CH3:33])[CH3:32])([CH3:30])[CH3:29]. (2) Given the product [C:1]([O:5][C:6](=[O:14])[NH:7][C@:8]1([NH2:17])[CH2:12][CH2:11][C@H:10]([C:22](=[O:25])[CH2:23][CH3:24])[CH2:9]1)([CH3:4])([CH3:3])[CH3:2], predict the reactants needed to synthesize it. The reactants are: [C:1]([O:5][C:6](=[O:14])[NH:7][C@@H:8]1[CH2:12][CH2:11][C@H:10](N)[CH2:9]1)([CH3:4])([CH3:3])[CH3:2].C([N:17](CC)CC)C.[C:22](Cl)(=[O:25])[CH2:23][CH3:24]. (3) Given the product [Cl:37][C:32]1[C:31]([CH:29]([OH:30])[CH2:28][CH2:27][OH:26])=[CH:36][CH:35]=[CH:34][N:33]=1, predict the reactants needed to synthesize it. The reactants are: [F-].C([N+](CCCC)(CCCC)CCCC)CCC.[Si]([O:26][CH2:27][CH2:28][CH:29]([C:31]1[C:32]([Cl:37])=[N:33][CH:34]=[CH:35][CH:36]=1)[OH:30])(C(C)(C)C)(C)C. (4) Given the product [CH3:23][O:22][C:20](=[O:21])[CH2:19][C@H:16]1[C:15]2[CH:24]=[CH:25][C:12]([O:11][C@H:9]3[C:10]4[C:6](=[C:5]([O:47][C:31]5[C:30]([F:29])=[CH:35][C:34]([C:36]6[CH:37]=[N:38][N:39]([CH2:41][C:42]([OH:45])([CH3:43])[CH3:44])[CH:40]=6)=[CH:33][C:32]=5[F:46])[CH:4]=[CH:3][C:2]=4[F:1])[CH2:7][CH2:8]3)=[CH:13][C:14]=2[O:18][CH2:17]1, predict the reactants needed to synthesize it. The reactants are: [F:1][C:2]1[CH:3]=[CH:4][C:5](B(O)O)=[C:6]2[C:10]=1[C@H:9]([O:11][C:12]1[CH:25]=[CH:24][C:15]3[C@H:16]([CH2:19][C:20]([O:22][CH3:23])=[O:21])[CH2:17][O:18][C:14]=3[CH:13]=1)[CH2:8][CH2:7]2.[F:29][C:30]1[CH:35]=[C:34]([C:36]2[CH:37]=[N:38][N:39]([CH2:41][C:42]([OH:45])([CH3:44])[CH3:43])[CH:40]=2)[CH:33]=[C:32]([F:46])[C:31]=1[OH:47]. (5) Given the product [NH2:12][CH2:11][C@@H:10]([NH:9][C:7]([C:5]1[S:6][C:2]([Cl:1])=[C:3]([C:34]2[N:38]([CH3:39])[N:37]=[CH:36][C:35]=2[CH3:40])[CH:4]=1)=[O:8])[CH2:23][C:24]1[CH:29]=[CH:28][CH:27]=[CH:26][C:25]=1[C:30]([F:33])([F:32])[F:31], predict the reactants needed to synthesize it. The reactants are: [Cl:1][C:2]1[S:6][C:5]([C:7]([NH:9][C@@H:10]([CH2:23][C:24]2[CH:29]=[CH:28][CH:27]=[CH:26][C:25]=2[C:30]([F:33])([F:32])[F:31])[CH2:11][N:12]2C(=O)C3C(=CC=CC=3)C2=O)=[O:8])=[CH:4][C:3]=1[C:34]1[N:38]([CH3:39])[N:37]=[CH:36][C:35]=1[CH3:40].NN.Cl. (6) Given the product [CH2:1]([O:3][NH:11][CH2:10][C:15]1[C:19]2[C:19](=[CH:15][CH:16]=[CH:17][CH:18]=2)[CH:18]=[CH:17][CH:16]=1)[CH3:2], predict the reactants needed to synthesize it. The reactants are: [CH2:1]([O:3]N)[CH3:2].Cl.C(Cl)Cl.[BH3-][C:10]#[N:11].[Na+].Cl.N1[CH:19]=[CH:18][CH:17]=[CH:16][CH:15]=1. (7) Given the product [CH2:32]([CH:26]([CH2:25][C:22]1[CH:23]=[CH:24][C:19]([O:18][CH2:17][CH2:16][NH:15][CH2:9][CH2:8][CH2:7][C:1]2[CH:6]=[CH:5][CH:4]=[CH:3][CH:2]=2)=[CH:20][CH:21]=1)[C:27]([O:29][CH2:30][CH3:31])=[O:28])[CH2:33][CH2:34][CH3:35], predict the reactants needed to synthesize it. The reactants are: [C:1]1([CH2:7][CH2:8][CH:9]=O)[CH:6]=[CH:5][CH:4]=[CH:3][CH:2]=1.C([BH3-])#N.[Na+].[NH2:15][CH2:16][CH2:17][O:18][C:19]1[CH:24]=[CH:23][C:22]([CH2:25][CH:26]([CH2:32][CH2:33][CH2:34][CH3:35])[C:27]([O:29][CH2:30][CH3:31])=[O:28])=[CH:21][CH:20]=1. (8) Given the product [Br:9][C:10]1[CH:11]=[C:12]([C@@H:15]2[CH2:2][C@H:16]2[C:17]([O:19][CH2:20][CH3:21])=[O:18])[S:13][CH:14]=1, predict the reactants needed to synthesize it. The reactants are: [I-].[CH3:2][S+](C)(C)=O.[H-].[Na+].[Br:9][C:10]1[CH:11]=[C:12](/[CH:15]=[CH:16]/[C:17]([O:19][CH2:20][CH3:21])=[O:18])[S:13][CH:14]=1.O. (9) Given the product [Cl:56][C:53]1[CH:54]=[CH:55][C:50]([CH2:49][NH:48][C:46]([C:41]2[NH:42][C:43]3[C:39]([CH:40]=2)=[CH:38][C:37]([NH:36][C:81]([C@@H:76]2[CH2:77][CH2:78][CH2:79][CH2:80][N:75]2[C:73]([O:72][C:69]([CH3:71])([CH3:70])[CH3:68])=[O:74])=[O:82])=[CH:45][CH:44]=3)=[O:47])=[C:51]([F:67])[C:52]=1[O:57][C:58]1[CH:63]=[C:62]([C:64]#[N:65])[CH:61]=[C:60]([Cl:66])[CH:59]=1, predict the reactants needed to synthesize it. The reactants are: F[P-](F)(F)(F)(F)F.N1(O[P+](N(C)C)(N(C)C)N(C)C)C2C=CC=CC=2N=N1.[Cl-].FC(F)(F)C(O)=O.[NH2:36][C:37]1[CH:38]=[C:39]2[C:43](=[CH:44][CH:45]=1)[NH:42][C:41]([C:46]([NH:48][CH2:49][C:50]1[CH:55]=[CH:54][C:53]([Cl:56])=[C:52]([O:57][C:58]3[CH:63]=[C:62]([C:64]#[N:65])[CH:61]=[C:60]([Cl:66])[CH:59]=3)[C:51]=1[F:67])=[O:47])=[CH:40]2.[CH3:68][C:69]([O:72][C:73]([N:75]1[CH2:80][CH2:79][CH2:78][CH2:77][C@H:76]1[C:81](O)=[O:82])=[O:74])([CH3:71])[CH3:70].C(N(C(C)C)CC)(C)C. (10) The reactants are: [N:1]1([C:7]2C=CC(NC(C3C(C4C=CC(C(F)(F)F)=CC=4)=CC=CC=3)=O)=CC=2)[CH2:6][CH2:5][NH:4][CH2:3][CH2:2]1.[C:32]([O-:35])([O-])=[O:33].[Na+].[Na+].BrC(C1C=CC=CC=1)C(OC)=O. Given the product [N:1]1([CH2:7][C:32]([OH:35])=[O:33])[CH2:6][CH2:5][NH:4][CH2:3][CH2:2]1, predict the reactants needed to synthesize it.